Dataset: Reaction yield outcomes from USPTO patents with 853,638 reactions. Task: Predict the reaction yield, written as a fraction of the theoretical maximum amount of product (1.0 means a 100% yield; for example, 0.34 means a 34% yield). (1) The reactants are Cl.[CH2:2]([NH:4][CH2:5][CH2:6][N:7]1[C:11](=[O:12])[C:10]2=[CH:13][CH:14]=[CH:15][CH:16]=[C:9]2[C:8]1=[O:17])[CH3:3]. The catalyst is ClCCl. The product is [CH2:2]([NH:4][CH2:5][CH2:6][N:7]1[C:11](=[O:12])[C:10]2=[CH:13][CH:14]=[CH:15][CH:16]=[C:9]2[C:8]1=[O:17])[CH3:3]. The yield is 0.820. (2) The reactants are [NH2:1][C:2]1[C:7]([N+:8]([O-])=O)=[CH:6][C:5]([C:11]2[CH:16]=[CH:15][CH:14]=[CH:13][CH:12]=2)=[CH:4][C:3]=1[CH3:17]. The catalyst is C(OCC)(=O)C.CCCCCC.[C].[Pd]. The product is [NH2:8][C:7]1[CH:6]=[C:5]([C:11]2[CH:12]=[CH:13][CH:14]=[CH:15][CH:16]=2)[CH:4]=[C:3]([CH3:17])[C:2]=1[NH2:1]. The yield is 1.00. (3) The catalyst is ClCCl. The product is [CH3:1][O:2][C:3]1[CH:9]=[CH:8][C:7]([N+:10]([O-:12])=[O:11])=[CH:6][C:4]=1[NH:5][C:20](=[O:23])[CH2:21][CH3:22]. The yield is 0.980. The reactants are [CH3:1][O:2][C:3]1[CH:9]=[CH:8][C:7]([N+:10]([O-:12])=[O:11])=[CH:6][C:4]=1[NH2:5].C(N(CC)CC)C.[C:20](Cl)(=[O:23])[CH2:21][CH3:22]. (4) The yield is 0.940. The product is [CH2:17]([O:16][C:14]([C:4]1=[CH:5][C:6]2[CH:12]=[CH:11][C:10]([Br:13])=[CH:9][C:7]=2[N:8]=[C:2]([C:24]([O:23][C:20]([CH3:22])([CH3:21])[CH3:19])=[O:25])[CH2:3]1)=[O:15])[CH3:18]. The catalyst is C(Cl)Cl. The reactants are N[C:2]1[CH2:3][C:4]([C:14]([O:16][CH2:17][CH3:18])=[O:15])=[CH:5][C:6]2[CH:12]=[CH:11][C:10]([Br:13])=[CH:9][C:7]=2[N:8]=1.[CH3:19][C:20]([O:23][C:24](O[C:24]([O:23][C:20]([CH3:22])([CH3:21])[CH3:19])=[O:25])=[O:25])([CH3:22])[CH3:21]. (5) The reactants are [NH2:1][C:2]1[NH:3][CH:4]([CH:20]([CH3:22])[CH3:21])[C:5]([C:15]([O:17][CH2:18][CH3:19])=[O:16])=[C:6]([C:8]2[CH:13]=[CH:12][C:11]([F:14])=[CH:10][CH:9]=2)[N:7]=1. The catalyst is C1(C)C=CC=CC=1.[O-2].[O-2].[Mn+4]. The product is [NH2:1][C:2]1[N:7]=[C:6]([C:8]2[CH:9]=[CH:10][C:11]([F:14])=[CH:12][CH:13]=2)[C:5]([C:15]([O:17][CH2:18][CH3:19])=[O:16])=[C:4]([CH:20]([CH3:21])[CH3:22])[N:3]=1. The yield is 0.960. (6) The reactants are [C:1]([O:5][C:6]([N:8]1[C:16]2[C:11](=[CH:12][C:13](Br)=[CH:14][CH:15]=2)[CH:10]=[CH:9]1)=[O:7])([CH3:4])([CH3:3])[CH3:2].C([Li])(C)(C)C.[C:23]([O:27][C:28]([N:30]1[CH2:34][CH2:33][CH2:32][C:31]1([CH:38]=[O:39])[CH2:35][CH2:36][CH3:37])=[O:29])([CH3:26])([CH3:25])[CH3:24]. The catalyst is CCOCC. The product is [C:1]([O:5][C:6]([N:8]1[C:16]2[C:11](=[CH:12][C:13]([CH:38]([C:31]3([CH2:35][CH2:36][CH3:37])[CH2:32][CH2:33][CH2:34][N:30]3[C:28]([O:27][C:23]([CH3:25])([CH3:24])[CH3:26])=[O:29])[OH:39])=[CH:14][CH:15]=2)[CH:10]=[CH:9]1)=[O:7])([CH3:4])([CH3:3])[CH3:2]. The yield is 0.430. (7) The reactants are [CH2:1]([C:3]1[CH:12]=[CH:11][C:6]([C:7]([O:9][CH3:10])=[O:8])=[CH:5][C:4]=1[N+:13]([O-])=O)[CH3:2]. The catalyst is [Pd].CO. The product is [NH2:13][C:4]1[CH:5]=[C:6]([CH:11]=[CH:12][C:3]=1[CH2:1][CH3:2])[C:7]([O:9][CH3:10])=[O:8]. The yield is 0.940. (8) The reactants are [CH2:1]([O:3][C:4]1[CH:5]=[C:6]([C@H:12]([N:17]2[C:25](=[O:26])[C:24]3[C:19](=[CH:20][CH:21]=[CH:22][C:23]=3[CH2:27][C:28]3[NH:29][CH:30]=[CH:31][CH:32]=3)[C:18]2=[O:33])[CH2:13][CH:14]([OH:16])[CH3:15])[CH:7]=[CH:8][C:9]=1[O:10][CH3:11])[CH3:2].[Cr](Cl)([O-])(=O)=O.[NH+]1C=CC=CC=1. The catalyst is C(Cl)Cl. The product is [CH2:1]([O:3][C:4]1[CH:5]=[C:6]([C@H:12]([N:17]2[C:25](=[O:26])[C:24]3[C:19](=[CH:20][CH:21]=[CH:22][C:23]=3[CH2:27][C:28]3[NH:29][CH:30]=[CH:31][CH:32]=3)[C:18]2=[O:33])[CH2:13][C:14](=[O:16])[CH3:15])[CH:7]=[CH:8][C:9]=1[O:10][CH3:11])[CH3:2]. The yield is 0.660. (9) The reactants are [F:1][C:2]([F:39])([F:38])[C:3]1[CH:4]=[C:5]([CH:31]=[C:32]([C:34]([F:37])([F:36])[F:35])[CH:33]=1)[CH2:6][N:7]([CH2:13][C:14]1[C:15]([N:22]([CH2:27][CH:28]2[CH2:30][CH2:29]2)[CH2:23][CH:24]2[CH2:26][CH2:25]2)=[N:16][C:17]([CH3:21])=[C:18]([CH3:20])[CH:19]=1)[C:8]1[N:9]=[N:10][NH:11][N:12]=1.[OH-].[Na+].[CH2:42](Cl)Cl.S(OC)(OC)(=O)=O. The catalyst is O.[Br-].C([N+](CCCC)(CCCC)CCCC)CCC. The product is [F:39][C:2]([F:38])([F:1])[C:3]1[CH:4]=[C:5]([CH:31]=[C:32]([C:34]([F:37])([F:36])[F:35])[CH:33]=1)[CH2:6][N:7]([CH2:13][C:14]1[C:15]([N:22]([CH2:23][CH:24]2[CH2:26][CH2:25]2)[CH2:27][CH:28]2[CH2:30][CH2:29]2)=[N:16][C:17]([CH3:21])=[C:18]([CH3:20])[CH:19]=1)[C:8]1[N:9]=[N:10][N:11]([CH3:42])[N:12]=1. The yield is 0.666. (10) The reactants are C(O[C:6](=[O:31])[NH:7][C:8]([C:11](=[O:30])[NH:12][C:13]1[CH:18]=[CH:17][C:16]([C:19]2[CH:24]=[CH:23][CH:22]=[CH:21][C:20]=2[S:25]([CH3:28])(=[O:27])=[O:26])=[CH:15][C:14]=1[F:29])([CH3:10])[CH3:9])(C)(C)C.C(O)(C(F)(F)F)=O.C(N(CC)CC)C.[Cl:46][C:47]1[CH:52]=[CH:51][C:50]([N:53]=C=O)=[CH:49][CH:48]=1. The catalyst is C(Cl)Cl. The product is [Cl:46][C:47]1[CH:52]=[CH:51][C:50]([NH:53][C:6](=[O:31])[NH:7][C:8]([CH3:10])([CH3:9])[C:11]([NH:12][C:13]2[CH:18]=[CH:17][C:16]([C:19]3[CH:24]=[CH:23][CH:22]=[CH:21][C:20]=3[S:25]([CH3:28])(=[O:26])=[O:27])=[CH:15][C:14]=2[F:29])=[O:30])=[CH:49][CH:48]=1. The yield is 0.800.